The task is: Binary Classification. Given a miRNA mature sequence and a target amino acid sequence, predict their likelihood of interaction.. This data is from Experimentally validated miRNA-target interactions with 360,000+ pairs, plus equal number of negative samples. (1) The miRNA is mmu-miR-216b-5p with sequence AAAUCUCUGCAGGCAAAUGUGA. The protein sequence of the target gene is MAQFPTPFGGSLDIWAITVEERAKHDQQFHSLKPISGFITGDQARNFFFQSGLPQPVLAQIWALADMNNDGRMDQVEFSIAMKLIKLKLQGYQLPSALPPVMKQQPVAISSAPAFGMGGIASMPPLTAVAPVPMGSIPVVGMSPTLVSSVPTAAVPPLANGAPPVIQPLPAFAHPAATLPKSSSFSRSGPGSQLNTKLQKAQSFDVASVPPVAEWAVPQSSRLKYRQLFNSHDKTMSGHLTGPQARTILMQSSLPQAQLASIWNLSDIDQDGKLTAEEFILAMHLIDVAMSGQPLPPVLP.... Result: 0 (no interaction). (2) The miRNA is hsa-miR-506-5p with sequence UAUUCAGGAAGGUGUUACUUAA. The protein sequence of the target gene is MTHWFHRNPLKATAPVSFNYYGVVTGPSASKICNDLRSSRARLLELFTDLSCNPEMMKNAADSYFSLLQGFINSLDESTQESKLRYIQNFKWTDTLQGQVPSAQQDAVFELISMGFNVALWYTKYASRLAGKENITEDEAKEVHRSLKIAAGIFKHLKESHLPKLITPAEKGRDLESRLIEAYVIQCQAEAQEVTIARAIELKHAPGLIAALAYETANFYQKADHTLSSLEPAYSAKWRKYLHLKMCFYTAYAYCYHGETLLASDKCGEAIRSLQEAEKLYAKAEALCKEYGETKGPGPT.... Result: 1 (interaction). (3) The protein sequence of the target gene is MDCSLLRTLVRRYCAGEENWVDSRTIYVGHKEPPPGAEAYIPQRYPDNRIVSSKYTFWNFIPKNLFEQFRRIANFYFLIIFLVQLIIDTPTSPVTSGLPLFFVITVTAIKQGYEDWLRHKADNAMNQCPVHFIQHGKLVRKQSRKLRVGDIVMVKEDETFPCDLIFLSSNRADGTCHVTTASLDGESSHKTHYAVQDTKGFHTEADVDSLHATIECEQPQPDLYKFVGRINVYNDLNDPVVRPLGSENLLLRGATLKNTEKIFGVAIYTGMETKMALNYQSKSQKRSAVEKSMNTFLIVY.... Result: 0 (no interaction). The miRNA is mmu-miR-883b-5p with sequence UACUGAGAAUGGGUAGCAGUCA.